From a dataset of Catalyst prediction with 721,799 reactions and 888 catalyst types from USPTO. Predict which catalyst facilitates the given reaction. (1) Reactant: [Br:1][C:2]1[CH:3]=[C:4]2[C:8](=[C:9]([CH3:11])[CH:10]=1)[NH:7][N:6]=[C:5]2[C:12]1[CH:17]=[CH:16][CH:15]=[C:14]([F:18])[CH:13]=1.[H-].[Na+].[Cl-].[C:22]1([CH:28]([C:35]2[CH:40]=[CH:39][CH:38]=[CH:37][CH:36]=2)[C:29]2[CH:34]=[CH:33][CH:32]=[CH:31][CH:30]=2)[CH:27]=[CH:26][CH:25]=[CH:24][CH:23]=1.O. Product: [Br:1][C:2]1[CH:3]=[C:4]2[C:8](=[C:9]([CH3:11])[CH:10]=1)[N:7]([C:28]([C:22]1[CH:27]=[CH:26][CH:25]=[CH:24][CH:23]=1)([C:35]1[CH:36]=[CH:37][CH:38]=[CH:39][CH:40]=1)[C:29]1[CH:30]=[CH:31][CH:32]=[CH:33][CH:34]=1)[N:6]=[C:5]2[C:12]1[CH:17]=[CH:16][CH:15]=[C:14]([F:18])[CH:13]=1. The catalyst class is: 42. (2) Reactant: [O:1]=[C:2]1[NH:8][C:7]2[CH:9]=[C:10]([C:13](OC)=[O:14])[CH:11]=[CH:12][C:6]=2[CH2:5][N:4]2[N:17]=[CH:18][CH:19]=[C:3]12.[Li].[AlH3]. Product: [OH:14][CH2:13][C:10]1[CH:11]=[CH:12][C:6]2[CH2:5][N:4]3[N:17]=[CH:18][CH:19]=[C:3]3[C:2](=[O:1])[NH:8][C:7]=2[CH:9]=1. The catalyst class is: 7.